From a dataset of Full USPTO retrosynthesis dataset with 1.9M reactions from patents (1976-2016). Predict the reactants needed to synthesize the given product. (1) Given the product [CH:39]([O-:41])=[O:40].[CH2:30]([C:27]1[CH:28]=[CH:29][C:24]([C:23]2[C:16]3[C:15]([O:14][C@@H:10]4[CH2:11][CH2:12][CH2:13][NH2+:8][CH2:9]4)=[N:20][CH:19]=[N:18][C:17]=3[O:21][C:22]=2[C:32]2[CH:37]=[CH:36][CH:35]=[CH:34][C:33]=2[F:38])=[CH:25][CH:26]=1)[CH3:31], predict the reactants needed to synthesize it. The reactants are: C([N:8]1[CH2:13][CH2:12][CH2:11][C@@H:10]([O:14][C:15]2[C:16]3[C:23]([C:24]4[CH:29]=[CH:28][C:27]([CH2:30][CH3:31])=[CH:26][CH:25]=4)=[C:22]([C:32]4[CH:37]=[CH:36][CH:35]=[CH:34][C:33]=4[F:38])[O:21][C:17]=3[N:18]=[CH:19][N:20]=2)[CH2:9]1)C1C=CC=CC=1.[CH:39]([OH:41])=[O:40]. (2) Given the product [O:1]1[C:6]2[CH:7]=[CH:8][CH:9]=[CH:10][C:5]=2[O:4][CH2:3][C@@H:2]1[CH2:11][N:12]1[CH2:17][CH2:16][CH2:15][C@H:14]([C:18]2[CH:19]=[C:20]([O:24][S:34]([C:33]([F:46])([F:45])[F:32])(=[O:36])=[O:35])[CH:21]=[CH:22][CH:23]=2)[CH2:13]1, predict the reactants needed to synthesize it. The reactants are: [O:1]1[C:6]2[CH:7]=[CH:8][CH:9]=[CH:10][C:5]=2[O:4][CH2:3][C@@H:2]1[CH2:11][N:12]1[CH2:17][CH2:16][CH2:15][C@H:14]([C:18]2[CH:19]=[C:20]([OH:24])[CH:21]=[CH:22][CH:23]=2)[CH2:13]1.C(N(CC)CC)C.[F:32][C:33]([F:46])([F:45])[S:34](O[S:34]([C:33]([F:46])([F:45])[F:32])(=[O:36])=[O:35])(=[O:36])=[O:35]. (3) The reactants are: [CH3:1][S:2]([C:5]1[CH:10]=[CH:9][C:8]([C:11]2[N:16]=[CH:15][C:14]([O:17][CH:18]([CH:21]3[CH2:26][CH2:25][N:24]([C:27]([O:29][CH:30]([CH3:32])[CH3:31])=[O:28])[CH2:23][CH2:22]3)[CH2:19][CH3:20])=[CH:13][CH:12]=2)=[CH:7][CH:6]=1)(=[O:4])=[O:3].C(=O)=O. Given the product [CH3:1][S:2]([C:5]1[CH:10]=[CH:9][C:8]([C:11]2[N:16]=[CH:15][C:14]([O:17][C@@H:18]([CH:21]3[CH2:26][CH2:25][N:24]([C:27]([O:29][CH:30]([CH3:31])[CH3:32])=[O:28])[CH2:23][CH2:22]3)[CH2:19][CH3:20])=[CH:13][CH:12]=2)=[CH:7][CH:6]=1)(=[O:3])=[O:4], predict the reactants needed to synthesize it. (4) Given the product [CH:1]1([NH:4][C:25](=[O:26])[N:24]([C:14]2[CH:15]=[CH:16][C:17]([S:19][C:20]([F:21])([F:22])[F:23])=[CH:18][C:13]=2[F:12])[CH3:28])[CH2:3][CH2:2]1, predict the reactants needed to synthesize it. The reactants are: [CH:1]1([NH2:4])[CH2:3][CH2:2]1.C(N(CC)CC)C.[F:12][C:13]1[CH:18]=[C:17]([S:19][C:20]([F:23])([F:22])[F:21])[CH:16]=[CH:15][C:14]=1[N:24]([CH3:28])[C:25](Cl)=[O:26]. (5) The reactants are: OC1N=C2NC(C)(C(F)(F)F)CCN2[C:6](=[O:8])[CH:7]=1.P(Cl)(Cl)[Cl:19].[OH2:22].[OH-].[Na+].Cl[CH2:26][CH2:27][Cl:28]. Given the product [Cl:19][CH2:27][Cl:28].[CH3:26][CH2:27][O:22][C:6]([CH3:7])=[O:8], predict the reactants needed to synthesize it. (6) Given the product [NH2:20][C:12]1[N:11]=[C:10]2[N:6]([CH2:5][C:4]3[CH:3]=[C:2]([C:26]4[CH:27]=[CH:28][S:24][C:25]=4[S:29]([NH2:34])(=[O:31])=[O:30])[CH:23]=[CH:22][CH:21]=3)[N:7]=[CH:8][C:9]2=[C:14]([C:15]2[O:16][CH:17]=[CH:18][CH:19]=2)[N:13]=1, predict the reactants needed to synthesize it. The reactants are: N[C:2]1[CH:3]=[C:4]([CH:21]=[CH:22][CH:23]=1)[CH2:5][N:6]1[C:10]2=[N:11][C:12]([NH2:20])=[N:13][C:14]([C:15]3[O:16][CH:17]=[CH:18][CH:19]=3)=[C:9]2[CH:8]=[N:7]1.[S:24]1[CH:28]=[CH:27][CH:26]=[C:25]1[S:29](Cl)(=[O:31])=[O:30].O.[N:34]1C=CC=CC=1.